From a dataset of Peptide-MHC class II binding affinity with 134,281 pairs from IEDB. Regression. Given a peptide amino acid sequence and an MHC pseudo amino acid sequence, predict their binding affinity value. This is MHC class II binding data. The peptide sequence is TDAATLAQEAGNFER. The MHC is DRB3_0202 with pseudo-sequence DRB3_0202. The binding affinity (normalized) is 0.152.